This data is from Full USPTO retrosynthesis dataset with 1.9M reactions from patents (1976-2016). The task is: Predict the reactants needed to synthesize the given product. (1) The reactants are: [CH2:1](O)[CH2:2][CH2:3][CH2:4]O.[CH2:7]=CC=C.[H-].C([Al+]CC(C)C)C(C)C.[CH:21](O)(O)[CH2:22][CH2:23][CH3:24].[Nd].C(Br)C=C. Given the product [CH2:1]=[CH:2][C:3](=[CH2:4])[CH3:7].[CH2:21]=[CH:22][CH:23]=[CH2:24], predict the reactants needed to synthesize it. (2) Given the product [Br:1][C:2]1[CH:7]=[CH:6][C:5]2[NH:8][S:11](=[O:13])(=[O:12])[N:9]([CH3:10])[C:4]=2[CH:3]=1, predict the reactants needed to synthesize it. The reactants are: [Br:1][C:2]1[CH:3]=[C:4]([NH:9][CH3:10])[C:5]([NH2:8])=[CH:6][CH:7]=1.[S:11](N)(N)(=[O:13])=[O:12].N1C=CC=CC=1.Cl. (3) Given the product [O:23]=[C:20]1[C@H:21]2[CH2:22][N:18]([C:17]3[CH:24]=[CH:25][C:26]([C:28]4[CH:33]=[CH:32][CH:31]=[C:30]([C:34]([F:36])([F:37])[F:35])[CH:29]=4)=[N:27][C:16]=3[N:15]2[C:13]([NH:12][C:8]2[CH:7]=[CH:6][CH:5]=[CH:4][N:3]=2)=[O:14])[CH2:19]1, predict the reactants needed to synthesize it. The reactants are: O1[C:5]([C:6]2[CH:7]=[C:8]([NH:12][C:13]([N:15]3[C@@H:21]4[CH2:22][N:18]([CH2:19][C:20]4=[O:23])[C:17]4[CH:24]=[CH:25][C:26]([C:28]5[CH:33]=[CH:32][CH:31]=[C:30]([C:34]([F:37])([F:36])[F:35])[CH:29]=5)=[N:27][C:16]3=4)=[O:14])C=CC=2)=[CH:4][N:3]=C1.O[C@H]1[C@H]2CN(C3C=CC(C4C=CC=C(C(F)(F)F)C=4)=NC=3N2C(NC2C=CC=C(C3OC=NC=3)C=2)=O)C1. (4) Given the product [C:46]([O:49][C:26](=[O:35])[NH:23][C:6]1[C:7]([Cl:17])=[C:8]2[CH:14]=[N:13][N:12]([CH2:15][CH3:16])[C:9]2=[N:10][CH:11]=1)([CH3:48])([CH3:47])[CH3:45], predict the reactants needed to synthesize it. The reactants are: C(OC([C:6]1[C:7]([Cl:17])=[C:8]2[CH:14]=[N:13][N:12]([CH2:15][CH3:16])[C:9]2=[N:10][CH:11]=1)=O)C.[OH-].[Na+].Cl.CC[N:23]([CH2:26]C)CC.C1C=CC(P(N=[N+]=[N-])(C2C=CC=CC=2)=[O:35])=CC=1.[CH3:45][C:46]([OH:49])([CH3:48])[CH3:47].